Dataset: Catalyst prediction with 721,799 reactions and 888 catalyst types from USPTO. Task: Predict which catalyst facilitates the given reaction. (1) Reactant: [CH2:1]([N:3]1[C:11]2[CH:10]=[CH:9][CH:8]=[C:7]([CH:12]=O)[C:6]=2[CH:5]=[CH:4]1)[CH3:2].[CH3:14][NH2:15].[BH4-].[Na+].O. Product: [CH2:1]([N:3]1[C:11]2[C:6](=[C:7]([CH2:12][NH:15][CH3:14])[CH:8]=[CH:9][CH:10]=2)[CH:5]=[CH:4]1)[CH3:2]. The catalyst class is: 5. (2) Reactant: [N:1]1([C:7]2([CH2:17][NH:18]C(=O)OC(C)(C)C)[CH2:10][N:9]([S:11]([CH2:14][CH2:15][CH3:16])(=[O:13])=[O:12])[CH2:8]2)[CH2:6][CH2:5][O:4][CH2:3][CH2:2]1.FC(F)(F)C(O)=O. Product: [N:1]1([C:7]2([CH2:17][NH2:18])[CH2:10][N:9]([S:11]([CH2:14][CH2:15][CH3:16])(=[O:13])=[O:12])[CH2:8]2)[CH2:2][CH2:3][O:4][CH2:5][CH2:6]1. The catalyst class is: 4. (3) Reactant: [NH2:1][C:2]1[CH:10]=[CH:9][C:8]([I:11])=[CH:7][C:3]=1[C:4](O)=[O:5].[CH:12]([NH2:14])=O. Product: [I:11][C:8]1[CH:7]=[C:3]2[C:2](=[CH:10][CH:9]=1)[N:1]=[CH:12][N:14]=[C:4]2[OH:5]. The catalyst class is: 8. (4) Reactant: [F:1][C:2]1[C:11]([CH2:12][C:13]2[N:17]3[N:18]=[C:19]([C:22](=O)[CH3:23])[CH:20]=[CH:21][C:16]3=[N:15][N:14]=2)=[C:10]([F:25])[CH:9]=[C:8]2[C:3]=1[CH:4]=[C:5]([N:26]1[CH2:31][CH2:30][O:29][CH2:28][CH2:27]1)[CH:6]=[N:7]2.Cl.[NH2:33][OH:34]. Product: [F:1][C:2]1[C:11]([CH2:12][C:13]2[N:17]3[N:18]=[C:19](/[C:22](=[N:33]/[OH:34])/[CH3:23])[CH:20]=[CH:21][C:16]3=[N:15][N:14]=2)=[C:10]([F:25])[CH:9]=[C:8]2[C:3]=1[CH:4]=[C:5]([N:26]1[CH2:31][CH2:30][O:29][CH2:28][CH2:27]1)[CH:6]=[N:7]2. The catalyst class is: 240. (5) Reactant: N#N.[CH3:3][O:4][C:5](=[O:37])[CH2:6][C:7]1[S:8][C:9]([C:12]2[CH:17]=[CH:16][CH:15]=[CH:14][C:13]=2[NH:18][C:19]([C:21]2[CH:22]=[N:23][CH:24]=[C:25]([C:27]3[CH:32]=[CH:31][C:30]([O:33]C)=[CH:29][C:28]=3[O:35]C)[CH:26]=2)=[O:20])=[CH:10][CH:11]=1.B(Br)(Br)Br.O. Product: [OH:35][C:28]1[CH:29]=[C:30]([OH:33])[CH:31]=[CH:32][C:27]=1[C:25]1[CH:26]=[C:21]([C:19]([NH:18][C:13]2[CH:14]=[CH:15][CH:16]=[CH:17][C:12]=2[C:9]2[S:8][C:7]([CH2:6][C:5]([OH:37])=[O:4])=[CH:11][CH:10]=2)=[O:20])[CH:22]=[N:23][CH:24]=1.[CH3:3][O:4][C:5](=[O:37])[CH2:6][C:7]1[S:8][C:9]([C:12]2[CH:17]=[CH:16][CH:15]=[CH:14][C:13]=2[NH:18][C:19]([C:21]2[CH:22]=[N:23][CH:24]=[C:25]([C:27]3[CH:32]=[CH:31][C:30]([OH:33])=[CH:29][C:28]=3[OH:35])[CH:26]=2)=[O:20])=[CH:10][CH:11]=1. The catalyst class is: 4. (6) Reactant: C([Li])CCC.[Br:6][C:7]1[CH:12]=[CH:11][C:10](Br)=[CH:9][N:8]=1.[CH3:14][C:15]([CH3:17])=[O:16].[Cl-].[NH4+]. Product: [Br:6][C:7]1[N:8]=[CH:9][C:10]([C:15]([OH:16])([CH3:17])[CH3:14])=[CH:11][CH:12]=1. The catalyst class is: 27. (7) Reactant: [F:1][C:2]1[CH:7]=[CH:6][C:5]([CH:8]2[O:12]C(=O)[NH:10][CH:9]2[CH2:14][C:15]2[CH:20]=[CH:19][CH:18]=[C:17]([C:21]([F:24])([F:23])[F:22])[CH:16]=2)=[CH:4][CH:3]=1.[OH-].[Na+]. Product: [NH2:10][CH:9]([CH2:14][C:15]1[CH:20]=[CH:19][CH:18]=[C:17]([C:21]([F:24])([F:22])[F:23])[CH:16]=1)[CH:8]([C:5]1[CH:4]=[CH:3][C:2]([F:1])=[CH:7][CH:6]=1)[OH:12]. The catalyst class is: 8.